Predict the reactants needed to synthesize the given product. From a dataset of Full USPTO retrosynthesis dataset with 1.9M reactions from patents (1976-2016). (1) The reactants are: [C:1]1([C:7]2[CH:15]=[C:14]3[C:10]([CH2:11][C:12](=[O:16])[NH:13]3)=[CH:9][CH:8]=2)[CH:6]=[CH:5][CH:4]=[CH:3][CH:2]=1.[N:17]1([CH2:22][CH2:23][NH:24][C:25]([C:27]2[C:31]([CH3:32])=[C:30]([CH:33]=O)[NH:29][C:28]=2[CH3:35])=[O:26])[CH2:21][CH2:20][CH2:19][CH2:18]1. Given the product [N:17]1([CH2:22][CH2:23][NH:24][C:25]([C:27]2[C:31]([CH3:32])=[C:30]([CH:33]=[C:11]3[C:10]4[C:14](=[CH:15][C:7]([C:1]5[CH:2]=[CH:3][CH:4]=[CH:5][CH:6]=5)=[CH:8][CH:9]=4)[NH:13][C:12]3=[O:16])[NH:29][C:28]=2[CH3:35])=[O:26])[CH2:21][CH2:20][CH2:19][CH2:18]1, predict the reactants needed to synthesize it. (2) Given the product [Cl:22][C:4]1[CH:5]=[C:6]2[C:11](=[CH:12][C:3]=1[CH2:2][C:25]1[CH:26]=[CH:27][S:23][CH:24]=1)[O:10][CH:9]([C:13]([F:16])([F:15])[F:14])[C:8]([C:17]([O:19][CH2:20][CH3:21])=[O:18])=[CH:7]2, predict the reactants needed to synthesize it. The reactants are: Br[CH2:2][C:3]1[CH:12]=[C:11]2[C:6]([CH:7]=[C:8]([C:17]([O:19][CH2:20][CH3:21])=[O:18])[CH:9]([C:13]([F:16])([F:15])[F:14])[O:10]2)=[CH:5][C:4]=1[Cl:22].[S:23]1[CH:27]=[CH:26][C:25](B(O)O)=[CH:24]1.C([O-])([O-])=O.[Na+].[Na+]. (3) Given the product [F:16][C:2]([F:1])([F:15])[C:3]([N:5]1[C:13]2[C:8](=[C:9]([Cl:14])[C:10]([N+:17]([O-:19])=[O:18])=[CH:11][CH:12]=2)[CH2:7][CH2:6]1)=[O:4], predict the reactants needed to synthesize it. The reactants are: [F:1][C:2]([F:16])([F:15])[C:3]([N:5]1[C:13]2[C:8](=[C:9]([Cl:14])[CH:10]=[CH:11][CH:12]=2)[CH2:7][CH2:6]1)=[O:4].[N+:17]([O-])([OH:19])=[O:18].C([O-])(O)=O.[Na+]. (4) Given the product [Cl:1][C:2]1[CH:3]=[CH:4][C:5]([N:19]2[CH:23]=[CH:22][CH:21]=[CH:20]2)=[C:6]([C:8]([C:10]2[CH:15]=[CH:14][CH:13]=[C:12]([O:16][CH3:17])[C:11]=2[F:18])=[O:9])[CH:7]=1, predict the reactants needed to synthesize it. The reactants are: [Cl:1][C:2]1[CH:3]=[CH:4][C:5]([N:19]2[CH:23]=[CH:22][CH:21]=[CH:20]2)=[C:6]([CH:8]([C:10]2[CH:15]=[CH:14][CH:13]=[C:12]([O:16][CH3:17])[C:11]=2[F:18])[OH:9])[CH:7]=1. (5) The reactants are: C(OC([N:8]([CH2:16][CH:17]=[CH2:18])/[N:9]=[CH:10]/[C:11]([O:13][CH2:14][CH3:15])=[O:12])=O)(C)(C)C.FC(F)(F)C(O)=O. Given the product [CH2:16]([NH:8]/[N:9]=[CH:10]/[C:11]([O:13][CH2:14][CH3:15])=[O:12])[CH:17]=[CH2:18], predict the reactants needed to synthesize it. (6) Given the product [Cl-:1].[Cl-:1].[CH:3]1([Zr+2:8][C:9]2([CH2:14][CH2:15][OH:16])[CH:10]=[CH:11][CH:12]=[CH:13]2)[CH:7]=[CH:6][CH:5]=[CH:4]1, predict the reactants needed to synthesize it. The reactants are: [Cl-:1].[Cl-].[CH:3]1([Zr+2:8][C:9]2([CH2:14][CH2:15][O:16][Si](C)(C)C)[CH:13]=[CH:12][CH:11]=[CH:10]2)[CH:7]=[CH:6][CH:5]=[CH:4]1. (7) Given the product [ClH:1].[CH3:19][C@H:18]1[N:5]2[C:6](=[O:17])[C:7]3[C:12]([C@@H:4]2[CH2:3][NH:2][CH2:22]1)=[CH:11][CH:10]=[CH:9][C:8]=3[C:13]([F:16])([F:15])[F:14], predict the reactants needed to synthesize it. The reactants are: [ClH:1].[NH2:2][CH2:3][CH:4]1[C:12]2[C:7](=[C:8]([C:13]([F:16])([F:15])[F:14])[CH:9]=[CH:10][CH:11]=2)[C:6](=[O:17])[N:5]1[CH:18]([CH3:22])[C:19](O)=O.C(N(CC)CC)C.F[P-](F)(F)(F)(F)F.N1(O[P+](N2CCCC2)(N2CCCC2)N2CCCC2)C2C=CC=CC=2N=N1.O.